From a dataset of Forward reaction prediction with 1.9M reactions from USPTO patents (1976-2016). Predict the product of the given reaction. (1) Given the reactants [CH3:1][C:2]1[N:7]=[C:6]([C:8]([O:10]C)=[O:9])[C:5]([C:12]2[O:16][N:15]=[C:14]([CH3:17])[CH:13]=2)=[CH:4][CH:3]=1.O.[Li+:19].[OH-], predict the reaction product. The product is: [Li+:19].[CH3:1][C:2]1[N:7]=[C:6]([C:8]([O-:10])=[O:9])[C:5]([C:12]2[O:16][N:15]=[C:14]([CH3:17])[CH:13]=2)=[CH:4][CH:3]=1. (2) Given the reactants [CH2:1]([O:8][C:9]1[CH:10]=[CH:11][C:12]([Br:17])=[C:13]([CH:16]=1)[CH:14]=O)[C:2]1[CH:7]=[CH:6][CH:5]=[CH:4][CH:3]=1.[C:18]([CH2:20][C:21]([OH:23])=[O:22])#[N:19].C([O-])(=O)C.[NH4+].Cl, predict the reaction product. The product is: [CH2:1]([O:8][C:9]1[CH:10]=[CH:11][C:12]([Br:17])=[C:13]([CH:14]=[C:20]([C:18]#[N:19])[C:21]([OH:23])=[O:22])[CH:16]=1)[C:2]1[CH:7]=[CH:6][CH:5]=[CH:4][CH:3]=1. (3) Given the reactants [CH2:1]([O:3][C:4]([C:6]1[CH:14]=[C:13]([OH:15])[C:9]2[O:10][CH2:11][O:12][C:8]=2[CH:7]=1)=[O:5])[CH3:2].[Cl:16][C:17]1[CH:22]=[C:21]([Cl:23])[CH:20]=[CH:19][C:18]=1[CH2:24][CH2:25]O.C1(P(C2C=CC=CC=2)C2C=CC=CC=2)C=CC=CC=1.CCOC(/N=N/C(OCC)=O)=O, predict the reaction product. The product is: [CH2:1]([O:3][C:4]([C:6]1[CH:14]=[C:13]([O:15][CH2:25][CH2:24][C:18]2[CH:19]=[CH:20][C:21]([Cl:23])=[CH:22][C:17]=2[Cl:16])[C:9]2[O:10][CH2:11][O:12][C:8]=2[CH:7]=1)=[O:5])[CH3:2]. (4) Given the reactants [N:1]1[C:8]([Cl:9])=[N:7][C:5]([Cl:6])=[N:4][C:2]=1Cl.[C:10]([N:17]1[CH2:22][CH2:21][NH:20][CH2:19][CH2:18]1)([O:12][C:13]([CH3:16])([CH3:15])[CH3:14])=[O:11].C([O-])(O)=O.[Na+], predict the reaction product. The product is: [C:13]([O:12][C:10]([N:17]1[CH2:22][CH2:21][N:20]([C:2]2[N:1]=[C:8]([Cl:9])[N:7]=[C:5]([Cl:6])[N:4]=2)[CH2:19][CH2:18]1)=[O:11])([CH3:16])([CH3:14])[CH3:15].